From a dataset of Peptide-MHC class I binding affinity with 185,985 pairs from IEDB/IMGT. Regression. Given a peptide amino acid sequence and an MHC pseudo amino acid sequence, predict their binding affinity value. This is MHC class I binding data. (1) The peptide sequence is CPKIFNNNY. The MHC is HLA-B35:01 with pseudo-sequence HLA-B35:01. The binding affinity (normalized) is 0.531. (2) The peptide sequence is TYIGSLPGK. The MHC is HLA-B15:01 with pseudo-sequence HLA-B15:01. The binding affinity (normalized) is 0.0847. (3) The peptide sequence is HLAGFIHAC. The MHC is HLA-A69:01 with pseudo-sequence HLA-A69:01. The binding affinity (normalized) is 0.0847. (4) The peptide sequence is KLDRPRYERV. The MHC is Mamu-B8701 with pseudo-sequence Mamu-B8701. The binding affinity (normalized) is 0.758.